Dataset: Full USPTO retrosynthesis dataset with 1.9M reactions from patents (1976-2016). Task: Predict the reactants needed to synthesize the given product. (1) Given the product [F:1][C:2]1[C:8]([N+:9]([O-:11])=[O:10])=[CH:7][CH:6]=[CH:5][C:3]=1[NH:4][C:12](=[O:14])[CH3:13], predict the reactants needed to synthesize it. The reactants are: [F:1][C:2]1[C:8]([N+:9]([O-:11])=[O:10])=[CH:7][CH:6]=[CH:5][C:3]=1[NH2:4].[C:12](OC(=O)C)(=[O:14])[CH3:13]. (2) Given the product [C:28]([C:2]1[C:11]([CH2:12][CH2:13][CH2:14][O:15][Si:16]([C:19]([CH3:22])([CH3:21])[CH3:20])([CH3:17])[CH3:18])=[CH:10][C:9]2[C:8]([CH3:24])([CH3:23])[CH2:7][CH2:6][C:5]([CH3:26])([CH3:25])[C:4]=2[CH:3]=1)#[N:29], predict the reactants needed to synthesize it. The reactants are: Br[C:2]1[C:11]([CH2:12][CH2:13][CH2:14][O:15][Si:16]([C:19]([CH3:22])([CH3:21])[CH3:20])([CH3:18])[CH3:17])=[CH:10][C:9]2[C:8]([CH3:24])([CH3:23])[CH2:7][CH2:6][C:5]([CH3:26])([CH3:25])[C:4]=2[CH:3]=1.[Cu][C:28]#[N:29]. (3) Given the product [CH:1]1([N:5]([CH2:6][C:7]2[CH:12]=[C:11]([C:13]3[CH:18]=[CH:17][CH:16]=[C:15]([CH2:19][OH:20])[CH:14]=3)[C:10]([F:21])=[CH:9][CH:8]=2)[C:28]([C:26]2[N:25]=[CH:24][N:23]([CH3:22])[CH:27]=2)=[O:29])[CH2:2][CH2:3][CH2:4]1, predict the reactants needed to synthesize it. The reactants are: [CH:1]1([NH:5][CH2:6][C:7]2[CH:8]=[CH:9][C:10]([F:21])=[C:11]([C:13]3[CH:18]=[CH:17][CH:16]=[C:15]([CH2:19][OH:20])[CH:14]=3)[CH:12]=2)[CH2:4][CH2:3][CH2:2]1.[CH3:22][N:23]1[CH:27]=[C:26]([C:28](O)=[O:29])[N:25]=[CH:24]1.CN(C(ON1N=NC2C=CC=NC1=2)=[N+](C)C)C.F[P-](F)(F)(F)(F)F.C(N(C(C)C)CC)(C)C. (4) Given the product [CH:1]([O:4][C:5](=[O:15])[NH:6][C:7]1[CH:12]=[C:11]([NH:16][C:17]2[CH:22]=[CH:21][CH:20]=[CH:19][CH:18]=2)[N:10]=[C:9]([Cl:14])[N:8]=1)([CH3:3])[CH3:2], predict the reactants needed to synthesize it. The reactants are: [CH:1]([O:4][C:5](=[O:15])[NH:6][C:7]1[CH:12]=[C:11](Cl)[N:10]=[C:9]([Cl:14])[N:8]=1)([CH3:3])[CH3:2].[NH2:16][C:17]1[CH:22]=[CH:21][CH:20]=[CH:19][CH:18]=1.CCN(C(C)C)C(C)C. (5) Given the product [CH3:19][C:6]1[CH:7]=[C:8]([S:12][C:13]2[CH:18]=[N:17][CH:16]=[CH:15][N:14]=2)[CH:9]=[C:10]([CH3:11])[C:5]=1[C:3]1[N:20]=[C:21]([NH2:23])[S:22][CH:2]=1, predict the reactants needed to synthesize it. The reactants are: Br[CH2:2][C:3]([C:5]1[C:10]([CH3:11])=[CH:9][C:8]([S:12][C:13]2[CH:18]=[N:17][CH:16]=[CH:15][N:14]=2)=[CH:7][C:6]=1[CH3:19])=O.[NH2:20][C:21]([NH2:23])=[S:22]. (6) Given the product [CH3:17][O:16][C:14]1[CH:15]=[C:10]([CH:9]=[CH:27][C:26]2[CH:29]=[CH:30][CH:31]=[C:24]([F:23])[CH:25]=2)[CH:11]=[C:12]([O:21][CH3:22])[C:13]=1[CH2:18][CH2:19][CH3:20], predict the reactants needed to synthesize it. The reactants are: C(OP([CH2:9][C:10]1[CH:15]=[C:14]([O:16][CH3:17])[C:13]([CH2:18][CH2:19][CH3:20])=[C:12]([O:21][CH3:22])[CH:11]=1)(=O)OCC)C.[F:23][C:24]1[CH:25]=[C:26]([CH:29]=[CH:30][CH:31]=1)[CH:27]=O. (7) Given the product [Cl:1][C:2]1[C:7]([O:8][C:9]2[N:14]=[CH:13][C:12]([NH:15][C:25]([C:18]3[C:19]4[C:24](=[CH:23][CH:22]=[CH:21][CH:20]=4)[NH:16][CH:17]=3)=[O:26])=[CH:11][CH:10]=2)=[CH:6][CH:5]=[CH:4][N:3]=1, predict the reactants needed to synthesize it. The reactants are: [Cl:1][C:2]1[C:7]([O:8][C:9]2[N:14]=[CH:13][C:12]([NH2:15])=[CH:11][CH:10]=2)=[CH:6][CH:5]=[CH:4][N:3]=1.[NH:16]1[C:24]2[C:19](=[CH:20][CH:21]=[CH:22][CH:23]=2)[C:18]([C:25](O)=[O:26])=[CH:17]1.C1CCC(N=C=NC2CCCCC2)CC1. (8) Given the product [CH3:1][O:2][CH2:3][CH:4]([CH:6]1[CH2:11][CH2:10][O:9][CH2:8][CH2:7]1)[OH:5], predict the reactants needed to synthesize it. The reactants are: [CH3:1][O:2][CH2:3][C:4]([CH:6]1[CH2:11][CH2:10][O:9][CH2:8][CH2:7]1)=[O:5].[BH4-].[Na+]. (9) Given the product [NH2:34][C:32]1[N:33]=[C:28]([CH2:27][CH2:26][O:25][C:24]2[CH:23]=[CH:22][C:21]([NH:20][C:18]([C:4]3[C:5]([C:8]4[CH:9]=[CH:10][C:11]([C:14]([F:17])([F:15])[F:16])=[CH:12][CH:13]=4)=[CH:6][CH:7]=[C:2]([CH3:1])[CH:3]=3)=[O:19])=[CH:43][CH:42]=2)[CH:29]=[CH:30][CH:31]=1, predict the reactants needed to synthesize it. The reactants are: [CH3:1][C:2]1[CH:7]=[CH:6][C:5]([C:8]2[CH:13]=[CH:12][C:11]([C:14]([F:17])([F:16])[F:15])=[CH:10][CH:9]=2)=[C:4]([C:18]([NH:20][C:21]2[CH:43]=[CH:42][C:24]([O:25][CH2:26][CH2:27][C:28]3[N:33]=[C:32]([NH:34]C(=O)OC(C)(C)C)[CH:31]=[CH:30][CH:29]=3)=[CH:23][CH:22]=2)=[O:19])[CH:3]=1.FC(F)(F)C(O)=O.